The task is: Predict the reactants needed to synthesize the given product.. This data is from Full USPTO retrosynthesis dataset with 1.9M reactions from patents (1976-2016). (1) Given the product [CH3:11][N:12]([C:2]1[CH:10]=[CH:9][CH:8]=[CH:7][C:3]=1[C:4]([OH:6])=[O:5])[C:13]1[CH:18]=[CH:17][CH:16]=[CH:15][CH:14]=1, predict the reactants needed to synthesize it. The reactants are: F[C:2]1[CH:10]=[CH:9][CH:8]=[CH:7][C:3]=1[C:4]([OH:6])=[O:5].[CH3:11][N-:12][C:13]1[CH:18]=[CH:17][CH:16]=[CH:15][CH:14]=1.[Li+].O.Cl. (2) Given the product [Br:1][C:2]1[C:3]([CH3:9])=[C:4]([CH:5]=[CH:6][CH:7]=1)[O:8][C:11]12[CH2:20][CH:15]3[CH2:16][CH:17]([CH2:19][CH:13]([CH2:14]3)[CH2:12]1)[CH2:18]2, predict the reactants needed to synthesize it. The reactants are: [Br:1][C:2]1[C:3]([CH3:9])=[C:4]([OH:8])[CH:5]=[CH:6][CH:7]=1.Br[C:11]12[CH2:20][CH:15]3[CH2:16][CH:17]([CH2:19][CH:13]([CH2:14]3)[CH2:12]1)[CH2:18]2.CN(C)P(N(C)C)(N(C)C)=O. (3) Given the product [CH3:1][O:2][CH2:3][CH2:4][O:5][C:6]1[CH:7]=[C:8]2[NH:14][C:13]([C:23]3[CH:28]=[CH:27][N:26]=[C:25]([NH:29][C:30](=[O:32])[CH3:31])[CH:24]=3)=[C:12]([C:33]3[CH:38]=[CH:37][C:36]([O:39][CH3:40])=[CH:35][N:34]=3)[C:9]2=[N:10][CH:11]=1, predict the reactants needed to synthesize it. The reactants are: [CH3:1][O:2][CH2:3][CH2:4][O:5][C:6]1[CH:7]=[C:8]2[N:14](COCC[Si](C)(C)C)[C:13]([C:23]3[CH:28]=[CH:27][N:26]=[C:25]([NH:29][C:30](=[O:32])[CH3:31])[CH:24]=3)=[C:12]([C:33]3[CH:38]=[CH:37][C:36]([O:39][CH3:40])=[CH:35][N:34]=3)[C:9]2=[N:10][CH:11]=1.C(O)(C(F)(F)F)=O. (4) Given the product [Cl:26][C:27]1[CH:34]=[CH:33][CH:32]=[CH:31][C:28]=1[N:29]([CH3:30])[C:16]([C:10]1[S:9][C:8]2[C:7]3[CH:19]=[C:3]([C:1]#[N:2])[CH:4]=[CH:5][C:6]=3[O:15][CH2:14][CH2:13][C:12]=2[CH:11]=1)=[O:18], predict the reactants needed to synthesize it. The reactants are: [C:1]([C:3]1[CH:4]=[CH:5][C:6]2[O:15][CH2:14][CH2:13][C:12]3[CH:11]=[C:10]([C:16]([OH:18])=O)[S:9][C:8]=3[C:7]=2[CH:19]=1)#[N:2].C(Cl)(=O)C(Cl)=O.[Cl:26][C:27]1[CH:34]=[CH:33][CH:32]=[CH:31][C:28]=1[NH:29][CH3:30].C(=O)([O-])[O-].[K+].[K+]. (5) Given the product [Cl:1][C:2]1[CH:25]=[C:24]([Cl:26])[CH:23]=[CH:22][C:3]=1[C:4]([NH:6][C:7]([CH3:21])([C:9]1([C:15]2[CH:20]=[CH:19][CH:18]=[CH:17][N:16]=2)[CH2:14][CH2:13][N:12]([S:41]([N:29]2[CH2:30][CH2:35][CH2:33]2)(=[O:43])=[O:42])[CH2:11][CH2:10]1)[CH3:8])=[O:5], predict the reactants needed to synthesize it. The reactants are: [Cl:1][C:2]1[CH:25]=[C:24]([Cl:26])[CH:23]=[CH:22][C:3]=1[C:4]([NH:6][C:7]([CH3:21])([C:9]1([C:15]2[CH:20]=[CH:19][CH:18]=[CH:17][N:16]=2)[CH2:14][CH2:13][NH:12][CH2:11][CH2:10]1)[CH3:8])=[O:5].CC[N:29]([CH:33]([CH3:35])C)[CH:30](C)C.N1(N[S:41](Cl)(=[O:43])=[O:42])CCC1. (6) Given the product [CH:1]1([C:4]([CH:6]2[C:18]3[C:19]4[N:10]([CH2:11][CH2:12][NH:13][C:14]=4[CH:15]=[CH:16][CH:17]=3)[CH2:9][CH2:8][NH:7]2)=[O:5])[CH2:2][CH2:3]1, predict the reactants needed to synthesize it. The reactants are: [CH:1]1([C:4]([CH:6]2[C:18]3[C:19]4[N:10]([CH2:11][CH:12](C(OC(C)(C)C)=O)[NH:13][C:14]=4[CH:15]=[CH:16][CH:17]=3)[CH2:9][CH2:8][NH:7]2)=[O:5])[CH2:3][CH2:2]1.FC(F)(F)C(O)=O.O.[OH-].[Na+]. (7) Given the product [C:1]([O:5][C:6]([N:8]1[CH2:13][CH2:12][CH:11]([C@@H:14]2[O:23][C:17]3=[CH:18][N:19]=[C:20]([C:31]4[CH2:32][CH2:33][N:28]([S:25]([CH3:24])(=[O:27])=[O:26])[CH2:29][CH:30]=4)[CH:21]=[C:16]3[CH2:15]2)[CH2:10][CH2:9]1)=[O:7])([CH3:4])([CH3:3])[CH3:2], predict the reactants needed to synthesize it. The reactants are: [C:1]([O:5][C:6]([N:8]1[CH2:13][CH2:12][CH:11]([C@@H:14]2[O:23][C:17]3=[CH:18][N:19]=[C:20](Cl)[CH:21]=[C:16]3[CH2:15]2)[CH2:10][CH2:9]1)=[O:7])([CH3:4])([CH3:3])[CH3:2].[CH3:24][S:25]([N:28]1[CH2:33][CH:32]=[C:31](B2OC(C)(C)C(C)(C)O2)[CH2:30][CH2:29]1)(=[O:27])=[O:26]. (8) Given the product [C:40]([O:39][C@@H:35]1[C@@H:34]([O:43][C:44](=[O:45])[CH3:46])[C@@H:33]([O:47][C:48](=[O:49])[CH3:50])[C@@H:32]([CH2:31][O:30][C:28](=[O:29])[CH3:27])[O:37][C@H:36]1[O:26][C:19]1[C:18]([CH2:17][C:14]2[CH:15]=[CH:16][C:11]([CH2:10][CH2:9][O:8][CH2:1][C:2]3[CH:3]=[CH:4][CH:5]=[CH:6][CH:7]=3)=[CH:12][CH:13]=2)=[C:22]([CH:23]([CH3:24])[CH3:25])[NH:21][N:20]=1)(=[O:41])[CH3:42], predict the reactants needed to synthesize it. The reactants are: [CH2:1]([O:8][CH2:9][CH2:10][C:11]1[CH:16]=[CH:15][C:14]([CH2:17][C:18]2[C:19](=[O:26])[NH:20][NH:21][C:22]=2[CH:23]([CH3:25])[CH3:24])=[CH:13][CH:12]=1)[C:2]1[CH:7]=[CH:6][CH:5]=[CH:4][CH:3]=1.[CH3:27][C:28]([O:30][CH2:31][C@H:32]1[O:37][C@H:36](Br)[C@H:35]([O:39][C:40]([CH3:42])=[O:41])[C@@H:34]([O:43][C:44]([CH3:46])=[O:45])[C@H:33]1[O:47][C:48]([CH3:50])=[O:49])=[O:29].CC(OC[C@H]1O[C@H](Br)[C@H](OC(C)=O)[C@@H](OC(C)=O)[C@@H]1OC(C)=O)=O. (9) Given the product [CH3:18][N:2]([C:1]1[CH:29]=[CH:30][CH:25]=[CH:26][CH:27]=1)[C:3]1[CH:17]=[CH:16][C:6]([CH2:7][P:8](=[O:15])([O:12][CH2:13][CH3:14])[O:9][CH2:10][CH3:11])=[CH:5][CH:4]=1, predict the reactants needed to synthesize it. The reactants are: [CH3:1][N:2]([CH3:18])[C:3]1[CH:17]=[CH:16][C:6]([CH2:7][P:8](=[O:15])([O:12][CH2:13][CH3:14])[O:9][CH2:10][CH3:11])=[CH:5][CH:4]=1.FC(F)(F)S(O[C:25]1[CH:30]=[CH:29]C=[CH:27][C:26]=1[Si](C)(C)C)(=O)=O.[F-].[K+].C1OCCOCCOCCOCCOCCOC1.